Dataset: Catalyst prediction with 721,799 reactions and 888 catalyst types from USPTO. Task: Predict which catalyst facilitates the given reaction. (1) Reactant: C(=O)([O-])[O-].[K+].[K+].[Br:7][C:8]1[CH:13]=[CH:12][CH:11]=[CH:10][C:9]=1[SH:14].I[CH2:16][CH3:17].O. Product: [Br:7][C:8]1[CH:13]=[CH:12][CH:11]=[CH:10][C:9]=1[S:14][CH2:16][CH3:17]. The catalyst class is: 21. (2) Reactant: [CH3:1][S:2]([C:5]1[CH:10]=[CH:9][C:8](B(O)O)=[CH:7][CH:6]=1)(=[O:4])=[O:3].Br[C:15]1[CH:20]=[CH:19][C:18]([OH:21])=[C:17]([F:22])[CH:16]=1.C([O-])([O-])=O.[Na+].[Na+]. Product: [F:22][C:17]1[CH:16]=[C:15]([C:8]2[CH:9]=[CH:10][C:5]([S:2]([CH3:1])(=[O:4])=[O:3])=[CH:6][CH:7]=2)[CH:20]=[CH:19][C:18]=1[OH:21]. The catalyst class is: 104. (3) Reactant: Cl.[OH:2][C@H:3]1[CH2:7][NH:6][C@H:5]([C:8]([NH:10][CH2:11][C:12]2[CH:17]=[CH:16][C:15]([C:18]3[S:22][CH:21]=[N:20][C:19]=3[CH3:23])=[CH:14][CH:13]=2)=[O:9])[CH2:4]1.C(OC([NH:31][C:32]([CH3:37])([CH3:36])[C:33](O)=[O:34])=O)(C)(C)C.CCN(C(C)C)C(C)C.CN(C(ON1N=NC2C=CC=NC1=2)=[N+](C)C)C.F[P-](F)(F)(F)(F)F.Cl.O1CCOCC1. Product: [NH2:31][C:32]([CH3:37])([CH3:36])[C:33]([N:6]1[CH2:7][C@H:3]([OH:2])[CH2:4][C@H:5]1[C:8]([NH:10][CH2:11][C:12]1[CH:13]=[CH:14][C:15]([C:18]2[S:22][CH:21]=[N:20][C:19]=2[CH3:23])=[CH:16][CH:17]=1)=[O:9])=[O:34]. The catalyst class is: 3. (4) Reactant: [Br:1][C:2]1[CH:10]=[CH:9][C:5]([C:6](O)=[O:7])=[C:4]([F:11])[CH:3]=1.Cl.[CH3:13][O:14][NH:15]OOC.[CH:19]1C=CC2N(O)N=NC=2C=1.C(N(C(C)C)C(C)C)C.CCN=C=NCCCN(C)C.C(=O)([O-])O.[Na+]. Product: [Br:1][C:2]1[CH:10]=[CH:9][C:5]([C:6]([N:15]([O:14][CH3:13])[CH3:19])=[O:7])=[C:4]([F:11])[CH:3]=1. The catalyst class is: 3. (5) Reactant: Cl.Cl.[NH:3]1[CH2:8][CH2:7][CH:6]([CH:9]2[CH2:14][CH2:13][NH:12][CH2:11][CH2:10]2)[CH2:5][CH2:4]1.CO.Cl[C:18]([O:20][CH2:21][C:22]1[CH:27]=[CH:26][CH:25]=[CH:24][CH:23]=1)=[O:19].[OH-].[Na+]. Product: [N:3]1([C:18]([O:20][CH2:21][C:22]2[CH:27]=[CH:26][CH:25]=[CH:24][CH:23]=2)=[O:19])[CH2:8][CH2:7][CH:6]([CH:9]2[CH2:14][CH2:13][NH:12][CH2:11][CH2:10]2)[CH2:5][CH2:4]1. The catalyst class is: 11.